This data is from Forward reaction prediction with 1.9M reactions from USPTO patents (1976-2016). The task is: Predict the product of the given reaction. (1) Given the reactants FC1C=C([N+:9]([O-:11])=[O:10])C=CC=1F.C[NH:13][CH3:14].CCN([CH:21]([CH3:23])[CH3:22])C(C)C.[C:24](OCC)(=O)[CH3:25], predict the reaction product. The product is: [N+:9]([NH:13][C:14]1[CH:22]=[CH:21][CH:23]=[CH:25][CH:24]=1)([O-:11])=[O:10]. (2) Given the reactants C(OC(=O)[NH:7][CH2:8][CH:9]([S:17][CH2:18][C:19]1[CH:24]=[CH:23][CH:22]=[CH:21][CH:20]=1)[CH2:10][N:11]1[CH2:16][CH2:15][S:14][CH2:13][CH2:12]1)CCC.C(OCC)(=O)C.C(OCC)(=O)C.Cl, predict the reaction product. The product is: [CH2:18]([S:17][CH:9]([CH2:10][N:11]1[CH2:12][CH2:13][S:14][CH2:15][CH2:16]1)[CH2:8][NH2:7])[C:19]1[CH:24]=[CH:23][CH:22]=[CH:21][CH:20]=1. (3) Given the reactants C(N(C(C)C)CC)(C)C.[NH2:10][C@@H:11]1[CH2:17][CH2:16][C@@H:15]([C:18]2[CH:23]=[CH:22][CH:21]=[CH:20][CH:19]=2)[CH2:14][N:13]([CH2:24][CH:25]2[CH2:27][CH2:26]2)[C:12]1=[O:28].[O:29]=[C:30]1[N:39]([CH:40]2[CH2:45][CH2:44][N:43]([C:46](Cl)=[O:47])[CH2:42][CH2:41]2)[CH2:38][C:37]2[C:32](=[CH:33][CH:34]=[CH:35][CH:36]=2)[NH:31]1, predict the reaction product. The product is: [CH:25]1([CH2:24][N:13]2[CH2:14][C@H:15]([C:18]3[CH:23]=[CH:22][CH:21]=[CH:20][CH:19]=3)[CH2:16][CH2:17][C@@H:11]([NH:10][C:46]([N:43]3[CH2:44][CH2:45][CH:40]([N:39]4[CH2:38][C:37]5[C:32](=[CH:33][CH:34]=[CH:35][CH:36]=5)[NH:31][C:30]4=[O:29])[CH2:41][CH2:42]3)=[O:47])[C:12]2=[O:28])[CH2:27][CH2:26]1.